From a dataset of Full USPTO retrosynthesis dataset with 1.9M reactions from patents (1976-2016). Predict the reactants needed to synthesize the given product. (1) Given the product [CH3:4][C:2]([C:5]1[CH:6]=[C:7]([C:10]([O:12][CH2:13][CH3:14])=[O:11])[N:8]([CH2:22][CH3:23])[N:9]=1)([CH3:1])[CH3:3], predict the reactants needed to synthesize it. The reactants are: [CH3:1][C:2]([C:5]1[NH:9][N:8]=[C:7]([C:10]([O:12][CH2:13][CH3:14])=[O:11])[CH:6]=1)([CH3:4])[CH3:3].C(=O)([O-])[O-].[K+].[K+].I[CH2:22][CH3:23]. (2) Given the product [Cl:30][C:31]1[CH:36]=[CH:35][C:34]([Cl:37])=[CH:33][C:32]=1[C:2]1[CH:3]=[C:4]2[C:9](=[C:10]([OH:12])[CH:11]=1)[N:8]=[CH:7][NH:6][C:5]2=[O:29], predict the reactants needed to synthesize it. The reactants are: Br[C:2]1[CH:3]=[C:4]2[C:9](=[C:10]([O:12]COCC[Si](C)(C)C)[CH:11]=1)[N:8]=[CH:7][N:6](COCC[Si](C)(C)C)[C:5]2=[O:29].[Cl:30][C:31]1[CH:36]=[CH:35][C:34]([Cl:37])=[CH:33][C:32]=1B(O)O.C1C2C(=CC=CC=2)CCC=1B(O)O.C(=O)([O-])[O-].[K+].[K+]. (3) The reactants are: [CH2:1]([N:3]1[C:7]([C:8]2[CH:9]=[N:10][CH:11]=[CH:12][CH:13]=2)=[N:6][N:5]=[C:4]1[S:14][CH2:15][C:16]([NH:18][C:19]1[CH:24]=[CH:23][C:22]([CH:25]([CH3:27])[CH3:26])=[CH:21][CH:20]=1)=O)[CH3:2].[H-].[Al+3].[Li+].[H-].[H-].[H-]. Given the product [CH2:1]([N:3]1[C:7]([C:8]2[CH:9]=[N:10][CH:11]=[CH:12][CH:13]=2)=[N:6][N:5]=[C:4]1[S:14][CH2:15][CH2:16][NH:18][C:19]1[CH:24]=[CH:23][C:22]([CH:25]([CH3:26])[CH3:27])=[CH:21][CH:20]=1)[CH3:2], predict the reactants needed to synthesize it.